Predict the product of the given reaction. From a dataset of Forward reaction prediction with 1.9M reactions from USPTO patents (1976-2016). (1) Given the reactants [F:1][C:2]1[CH:3]=[C:4]([C@@H:8]2[NH:12][C@H:11]([C:13](OCC)=[O:14])[CH2:10][CH2:9]2)[CH:5]=[N:6][CH:7]=1.[H-].[H-].[H-].[H-].[Li+].[Al+3].[O-]S([O-])(=O)=O.[Na+].[Na+], predict the reaction product. The product is: [F:1][C:2]1[CH:3]=[C:4]([C@@H:8]2[NH:12][C@H:11]([CH2:13][OH:14])[CH2:10][CH2:9]2)[CH:5]=[N:6][CH:7]=1. (2) The product is: [CH3:1][N:2]([CH3:21])[C@H:3]([CH3:20])[C:4]([N:6]1[C:14]2[C:9](=[CH:10][C:11]([O:18][CH3:19])=[C:12]([NH2:15])[CH:13]=2)[CH2:8][CH2:7]1)=[O:5]. Given the reactants [CH3:1][N:2]([CH3:21])[C@H:3]([CH3:20])[C:4]([N:6]1[C:14]2[C:9](=[CH:10][C:11]([O:18][CH3:19])=[C:12]([N+:15]([O-])=O)[CH:13]=2)[CH2:8][CH2:7]1)=[O:5], predict the reaction product. (3) Given the reactants [Br:1][C:2]1[C:6]([C:7]#[N:8])=[C:5](Br)[S:4][C:3]=1[C:10]([O:12][CH2:13][CH3:14])=[O:11].[O:15]1[CH2:20][CH:19]=[C:18](B2OC(C)(C)C(C)(C)O2)[CH2:17][CH2:16]1.O1CCOCC1.O.C(=O)([O-])[O-].[Cs+].[Cs+], predict the reaction product. The product is: [Br:1][C:2]1[C:6]([C:7]#[N:8])=[C:5]([C:18]2[CH2:19][CH2:20][O:15][CH2:16][CH:17]=2)[S:4][C:3]=1[C:10]([O:12][CH2:13][CH3:14])=[O:11]. (4) Given the reactants [N+:1]([C:4]1[CH:9]=[CH:8][C:7]([N:10]2[CH2:16][CH2:15][CH2:14][CH:13]([N:17]3[CH2:21][CH2:20][C@@H:19]([NH:22][C:23](=[O:38])[CH2:24][NH:25][C:26](=[O:37])[C:27]4[CH:32]=[CH:31][CH:30]=[C:29]([C:33]([F:36])([F:35])[F:34])[CH:28]=4)[CH2:18]3)[CH2:12][CH2:11]2)=[CH:6][CH:5]=1)([O-])=O.[H][H], predict the reaction product. The product is: [NH2:1][C:4]1[CH:5]=[CH:6][C:7]([N:10]2[CH2:16][CH2:15][CH2:14][CH:13]([N:17]3[CH2:21][CH2:20][C@@H:19]([NH:22][C:23](=[O:38])[CH2:24][NH:25][C:26](=[O:37])[C:27]4[CH:32]=[CH:31][CH:30]=[C:29]([C:33]([F:35])([F:36])[F:34])[CH:28]=4)[CH2:18]3)[CH2:12][CH2:11]2)=[CH:8][CH:9]=1. (5) Given the reactants [Cl:1][C:2]1[CH:3]=[C:4]([CH:8]=[CH:9][C:10]=1[OH:11])[C:5]([OH:7])=[O:6].OS(O)(=O)=O.[C:17]([O-])(O)=O.[Na+], predict the reaction product. The product is: [Cl:1][C:2]1[CH:3]=[C:4]([CH:8]=[CH:9][C:10]=1[OH:11])[C:5]([O:7][CH3:17])=[O:6]. (6) Given the reactants C(N(CC)CC)C.Cl[CH2:9][CH2:10][C:11]([S:13][CH2:14][CH:15]1[CH2:19][S:18][CH:17]([CH2:20][S:21][CH2:22][S:23][CH2:24][CH:25]2[S:29][CH:28]([CH2:30][S:31][C:32](=[O:36])[CH2:33][CH2:34]Cl)[CH2:27][S:26]2)[S:16]1)=[O:12].O.C1(C)C=CC=CC=1, predict the reaction product. The product is: [C:11]([S:13][CH2:14][CH:15]1[CH2:19][S:18][CH:17]([CH2:20][S:21][CH2:22][S:23][CH2:24][CH:25]2[S:29][CH:28]([CH2:30][S:31][C:32](=[O:36])[CH:33]=[CH2:34])[CH2:27][S:26]2)[S:16]1)(=[O:12])[CH:10]=[CH2:9]. (7) Given the reactants [NH2:1][C:2]1[C:10]([N+:11]([O-])=O)=[CH:9][CH:8]=[CH:7][C:3]=1[C:4]([NH2:6])=[O:5].[H][H].NC1C(N)=CC=CC=1C(N)=O.C([O-])(O)=O.[Na+].[Cl:32][C:33]([F:38])([F:37])[C:34](O)=O, predict the reaction product. The product is: [Cl:32][C:33]([F:38])([F:37])[C:34]1[NH:11][C:10]2[CH:9]=[CH:8][CH:7]=[C:3]([C:4]([NH2:6])=[O:5])[C:2]=2[N:1]=1. (8) Given the reactants [Br:1][C:2]1[CH:7]=[C:6]([F:8])[C:5]([F:9])=[CH:4][C:3]=1[OH:10].[N+:11]([O-])([OH:13])=[O:12], predict the reaction product. The product is: [Br:1][C:2]1[C:3]([OH:10])=[C:4]([N+:11]([O-:13])=[O:12])[C:5]([F:9])=[C:6]([F:8])[CH:7]=1.